Dataset: Forward reaction prediction with 1.9M reactions from USPTO patents (1976-2016). Task: Predict the product of the given reaction. (1) Given the reactants [CH3:1][C:2]([CH3:7])([CH2:5][OH:6])[CH2:3][OH:4].ClCCl.[CH3:11][Si:12](Cl)([CH3:14])[CH3:13], predict the reaction product. The product is: [CH3:1][C:2]([CH3:7])([CH2:5][O:6][Si:12]([CH3:14])([CH3:13])[CH3:11])[CH2:3][O:4][Si:12]([CH3:14])([CH3:13])[CH3:11]. (2) Given the reactants Br[CH:2]([C:4]1[N:5]([C:15]2[CH:20]=[CH:19][C:18]([F:21])=[CH:17][CH:16]=2)[C:6](=[O:14])[C:7]2[CH:13]=[CH:12][CH:11]=[N:10][C:8]=2[N:9]=1)[CH3:3].[CH3:22][NH2:23], predict the reaction product. The product is: [F:21][C:18]1[CH:19]=[CH:20][C:15]([N:5]2[C:6](=[O:14])[C:7]3[CH:13]=[CH:12][CH:11]=[N:10][C:8]=3[N:9]=[C:4]2[CH:2]([NH:23][CH3:22])[CH3:3])=[CH:16][CH:17]=1. (3) The product is: [F:21][C:16]1[C:17]2[C:12](=[CH:11][C:10]([C:7]3[CH:6]=[CH:5][C:4]([CH2:1][CH2:2][CH3:3])=[CH:9][CH:8]=3)=[CH:19][CH:18]=2)[CH:13]=[CH:14][C:15]=1[OH:20]. Given the reactants [CH2:1]([C:4]1[CH:9]=[CH:8][C:7]([C:10]2[CH:11]=[C:12]3[C:17](=[CH:18][CH:19]=2)[CH:16]=[C:15]([OH:20])[CH:14]=[CH:13]3)=[CH:6][CH:5]=1)[CH2:2][CH3:3].[F:21][N+]1C=C(OC(F)(F)F)C=CC=1S([O-])(=O)=O, predict the reaction product. (4) Given the reactants [Cl:1][C:2]1[S:6][C:5]([C:7]([OH:9])=O)=[CH:4][CH:3]=1.[I:10][C:11]1[CH:16]=[CH:15][C:14]([C:17]2[N:18]([CH3:24])[CH:19]=[C:20]([CH2:22][NH2:23])[N:21]=2)=[CH:13][CH:12]=1.F[P-](F)(F)(F)(F)F.N1(O[P+](N(C)C)(N(C)C)N(C)C)C2C=CC=CC=2N=N1, predict the reaction product. The product is: [Cl:1][C:2]1[S:6][C:5]([C:7]([NH:23][CH2:22][C:20]2[N:21]=[C:17]([C:14]3[CH:15]=[CH:16][C:11]([I:10])=[CH:12][CH:13]=3)[N:18]([CH3:24])[CH:19]=2)=[O:9])=[CH:4][CH:3]=1. (5) The product is: [S:26]1[CH:27]=[CH:28][C:24]2[CH:23]=[CH:22][CH:21]=[C:20]([CH2:19][N:7]3[C:6]4[CH:5]=[C:4]([N:12]5[CH2:17][CH2:16][O:15][CH2:14][CH2:13]5)[CH:3]=[C:2]([Br:1])[C:10]=4[N:9]=[C:8]3[CH3:11])[C:25]1=2. Given the reactants [Br:1][C:2]1[C:10]2[N:9]=[C:8]([CH3:11])[NH:7][C:6]=2[CH:5]=[C:4]([N:12]2[CH2:17][CH2:16][O:15][CH2:14][CH2:13]2)[CH:3]=1.Br[CH2:19][C:20]1[C:25]2[S:26][CH:27]=[CH:28][C:24]=2[CH:23]=[CH:22][CH:21]=1.C(=O)([O-])[O-].[K+].[K+].O, predict the reaction product. (6) Given the reactants [F:1][C:2]([F:32])([F:31])[S:3]([O:6][C:7]1[CH:12]=[CH:11][C:10]([O:13][C:14]2[C:22]([CH3:23])=[CH:21][C:20]([N+:24]([O-:26])=[O:25])=[C:19]3[C:15]=2[CH2:16][CH2:17][CH2:18]3)=[C:9]([OH:27])[C:8]=1[C:28](=O)[CH3:29])(=[O:5])=[O:4].C([SiH](CC)CC)C.FC(F)(F)C(O)=O.O, predict the reaction product. The product is: [F:31][C:2]([F:1])([F:32])[S:3]([O:6][C:7]1[CH:12]=[CH:11][C:10]([O:13][C:14]2[C:22]([CH3:23])=[CH:21][C:20]([N+:24]([O-:26])=[O:25])=[C:19]3[C:15]=2[CH2:16][CH2:17][CH2:18]3)=[C:9]([OH:27])[C:8]=1[CH2:28][CH3:29])(=[O:4])=[O:5].